Dataset: Forward reaction prediction with 1.9M reactions from USPTO patents (1976-2016). Task: Predict the product of the given reaction. (1) Given the reactants Br[C:2]1[N:6]2[CH:7]=[CH:8][CH:9]=[N:10][C:5]2=[N:4][CH:3]=1.CC1(C)C(C)(C)OB([C:19]2[CH:20]=[C:21]([C:25]3[C:26]([C:31]#[N:32])=[CH:27][CH:28]=[CH:29][CH:30]=3)[CH:22]=[CH:23][CH:24]=2)O1, predict the reaction product. The product is: [N:4]1[CH:3]=[C:2]([C:23]2[CH:22]=[C:21]([C:25]3[C:26]([C:31]#[N:32])=[CH:27][CH:28]=[CH:29][CH:30]=3)[CH:20]=[CH:19][CH:24]=2)[N:6]2[CH:7]=[CH:8][CH:9]=[N:10][C:5]=12. (2) Given the reactants C=C.[C:3]([OH:7])(=[O:6])[CH:4]=[CH2:5].C(O[CH2:13][CH2:14][CH2:15][CH3:16])(=O)C=C.C=C.C=C.[C:21](O)(=O)[CH:22]=[CH2:23].C(O[CH2:31][CH2:32][CH2:33][CH3:34])(=O)C=C.C=C.C=C.[C:39](O)(=O)[CH:40]=[CH2:41].C=C.[C:46](O)(=O)[CH:47]=[CH2:48].[C:51](OCCCC)(=O)[CH:52]=C.C=C, predict the reaction product. The product is: [C:3]([OH:7])(=[O:6])[CH2:4][CH2:5][CH2:23][CH2:22][CH2:21][CH2:41][CH2:40][CH2:39][CH2:48][CH2:47][CH2:46]/[CH:51]=[CH:52]\[CH2:31][CH2:32][CH2:33][CH2:34][CH2:13][CH2:14][CH2:15][CH3:16].